From a dataset of Forward reaction prediction with 1.9M reactions from USPTO patents (1976-2016). Predict the product of the given reaction. (1) Given the reactants C([O:8][C:9]1[CH:14]=[CH:13][C:12]([N:15]([CH3:26])[C:16]([NH:18][C:19]2[CH:24]=[CH:23][C:22]([F:25])=[CH:21][CH:20]=2)=[O:17])=[C:11]([F:27])[CH:10]=1)C1C=CC=CC=1, predict the reaction product. The product is: [F:27][C:11]1[CH:10]=[C:9]([OH:8])[CH:14]=[CH:13][C:12]=1[N:15]([CH3:26])[C:16]([NH:18][C:19]1[CH:24]=[CH:23][C:22]([F:25])=[CH:21][CH:20]=1)=[O:17]. (2) Given the reactants [OH:1][C:2]([C:5]1[CH:31]=[CH:30][C:8]([C:9]([NH:11][C:12]2[CH:17]=[C:16]([N:18]3[CH2:23][CH2:22][CH:21]([C:24]([OH:26])=O)[CH2:20][CH2:19]3)[N:15]3[N:27]=[CH:28][CH:29]=[C:14]3[N:13]=2)=[O:10])=[CH:7][CH:6]=1)([CH3:4])[CH3:3].CN.C[CH2:35][N:36]=C=NCCCN(C)C.C1C=CC2N(O)N=NC=2C=1, predict the reaction product. The product is: [OH:1][C:2]([C:5]1[CH:6]=[CH:7][C:8]([C:9]([NH:11][C:12]2[CH:17]=[C:16]([N:18]3[CH2:19][CH2:20][CH:21]([C:24]([NH:36][CH3:35])=[O:26])[CH2:22][CH2:23]3)[N:15]3[N:27]=[CH:28][CH:29]=[C:14]3[N:13]=2)=[O:10])=[CH:30][CH:31]=1)([CH3:3])[CH3:4]. (3) Given the reactants [C@H:1]12[CH2:8][C@H:4]([CH2:5][CH:6]1[OH:7])[CH2:3][NH:2]2.F[C:10]1[CH:17]=[CH:16][C:13]([C:14]#[N:15])=[CH:12][CH:11]=1.CN(C=O)C.C([O-])([O-])=O.[K+].[K+], predict the reaction product. The product is: [OH:7][CH:6]1[C@H:1]2[CH2:8][C@H:4]([CH2:3][N:2]2[C:10]2[CH:17]=[CH:16][C:13]([C:14]#[N:15])=[CH:12][CH:11]=2)[CH2:5]1. (4) Given the reactants [H-].[Na+].[NH2:3][C:4]1[N:9]([CH3:10])[C:8](=[O:11])[NH:7][C:6](=[O:12])[CH:5]=1.[C:13]([O:16][C@H:17]([CH3:23])[CH2:18][CH2:19][CH2:20][CH2:21]Cl)(=[O:15])[CH3:14].[Cl-].[Na+], predict the reaction product. The product is: [C:13]([O:16][C@H:17]([CH3:23])[CH2:18][CH2:19][CH2:20][CH2:21][N:7]1[C:6](=[O:12])[CH:5]=[C:4]([NH2:3])[N:9]([CH3:10])[C:8]1=[O:11])(=[O:15])[CH3:14]. (5) Given the reactants [Cl:1][C:2]1[C:3]([O:12][C:13]2[CH:18]=[C:17]([O:19][CH2:20][C:21]([N:23]([CH2:26][CH3:27])[CH2:24][CH3:25])=[O:22])[CH:16]=[CH:15][C:14]=2[CH2:28][CH2:29][C:30](O)=[O:31])=[N:4][CH:5]=[C:6]([C:8]([F:11])([F:10])[F:9])[CH:7]=1.[CH3:33][CH:34]([CH3:41])[CH2:35][CH2:36][S:37]([NH2:40])(=[O:39])=[O:38].N12CCCN=C1CCCCC2.Cl, predict the reaction product. The product is: [Cl:1][C:2]1[C:3]([O:12][C:13]2[CH:18]=[C:17]([O:19][CH2:20][C:21]([N:23]([CH2:24][CH3:25])[CH2:26][CH3:27])=[O:22])[CH:16]=[CH:15][C:14]=2[CH2:28][CH2:29][C:30]([NH:40][S:37]([CH2:36][CH2:35][CH:34]([CH3:41])[CH3:33])(=[O:39])=[O:38])=[O:31])=[N:4][CH:5]=[C:6]([C:8]([F:9])([F:11])[F:10])[CH:7]=1. (6) Given the reactants [CH3:1][N:2]1[C:10]2[N:9]=[C:8]([O:11][C:12]3[CH:17]=[CH:16][CH:15]=[C:14]([O:18][C:19]([F:22])([F:21])[F:20])[CH:13]=3)[N:7]([CH2:23][O:24][CH2:25][CH2:26][Si:27]([CH3:30])([CH3:29])[CH3:28])[C:6]=2[C:5](=[O:31])[NH:4][C:3]1=[O:32].CS(O[CH2:38][CH2:39][C:40]([F:43])([F:42])[F:41])(=O)=O.C(=O)([O-])[O-].[K+].[K+], predict the reaction product. The product is: [CH3:1][N:2]1[C:10]2[N:9]=[C:8]([O:11][C:12]3[CH:17]=[CH:16][CH:15]=[C:14]([O:18][C:19]([F:21])([F:22])[F:20])[CH:13]=3)[N:7]([CH2:23][O:24][CH2:25][CH2:26][Si:27]([CH3:28])([CH3:30])[CH3:29])[C:6]=2[C:5](=[O:31])[N:4]([CH2:38][CH2:39][C:40]([F:43])([F:42])[F:41])[C:3]1=[O:32].